The task is: Regression. Given a peptide amino acid sequence and an MHC pseudo amino acid sequence, predict their binding affinity value. This is MHC class I binding data.. This data is from Peptide-MHC class I binding affinity with 185,985 pairs from IEDB/IMGT. (1) The peptide sequence is KGMKIQHFK. The MHC is HLA-A68:02 with pseudo-sequence HLA-A68:02. The binding affinity (normalized) is 0.0847. (2) The peptide sequence is EILRNYLRL. The MHC is HLA-A02:03 with pseudo-sequence HLA-A02:03. The binding affinity (normalized) is 0.293. (3) The peptide sequence is KPLLAPHHVV. The MHC is HLA-B54:01 with pseudo-sequence HLA-B54:01. The binding affinity (normalized) is 0.178. (4) The peptide sequence is KVFFGPIYY. The MHC is HLA-B35:01 with pseudo-sequence HLA-B35:01. The binding affinity (normalized) is 0.463.